Dataset: NCI-60 drug combinations with 297,098 pairs across 59 cell lines. Task: Regression. Given two drug SMILES strings and cell line genomic features, predict the synergy score measuring deviation from expected non-interaction effect. Drug 1: CC1C(C(=O)NC(C(=O)N2CCCC2C(=O)N(CC(=O)N(C(C(=O)O1)C(C)C)C)C)C(C)C)NC(=O)C3=C4C(=C(C=C3)C)OC5=C(C(=O)C(=C(C5=N4)C(=O)NC6C(OC(=O)C(N(C(=O)CN(C(=O)C7CCCN7C(=O)C(NC6=O)C(C)C)C)C)C(C)C)C)N)C. Drug 2: CN1C2=C(C=C(C=C2)N(CCCl)CCCl)N=C1CCCC(=O)O.Cl. Cell line: UO-31. Synergy scores: CSS=-1.98, Synergy_ZIP=-0.561, Synergy_Bliss=-1.71, Synergy_Loewe=-3.40, Synergy_HSA=-2.38.